Dataset: Forward reaction prediction with 1.9M reactions from USPTO patents (1976-2016). Task: Predict the product of the given reaction. (1) Given the reactants C(O[C:4](=[O:24])[CH:5]([CH2:14][C:15]1[CH:20]=[CH:19][C:18]([N+:21]([O-:23])=[O:22])=[CH:17][CH:16]=1)[C:6](=O)[C:7]1[CH:12]=[CH:11][CH:10]=[CH:9][CH:8]=1)C.[NH:25]([C:27]1[CH:32]=[CH:31][CH:30]=[CH:29][N:28]=1)[NH2:26], predict the reaction product. The product is: [N:28]1[CH:29]=[CH:30][CH:31]=[CH:32][C:27]=1[N:25]1[C:4]([OH:24])=[C:5]([CH2:14][C:15]2[CH:16]=[CH:17][C:18]([N+:21]([O-:23])=[O:22])=[CH:19][CH:20]=2)[C:6]([C:7]2[CH:8]=[CH:9][CH:10]=[CH:11][CH:12]=2)=[N:26]1. (2) Given the reactants [NH2:1][N:2]1[C:11](=[O:12])[C:10]2[C:5](=[CH:6][CH:7]=[CH:8][CH:9]=2)[NH:4][C:3]1=[O:13].[C:14]12([CH2:24][C:25](Cl)=[O:26])[CH2:23][CH:18]3[CH2:19][CH:20]([CH2:22][CH:16]([CH2:17]3)[CH2:15]1)[CH2:21]2, predict the reaction product. The product is: [C:14]12([CH2:24][C:25]([NH:1][N:2]3[C:11](=[O:12])[C:10]4[C:5](=[CH:6][CH:7]=[CH:8][CH:9]=4)[NH:4][C:3]3=[O:13])=[O:26])[CH2:21][CH:20]3[CH2:19][CH:18]([CH2:17][CH:16]([CH2:22]3)[CH2:15]1)[CH2:23]2. (3) Given the reactants Cl.Cl.C([O:11][CH2:12][CH2:13][O:14][CH2:15][CH2:16][N:17]1[C:25]2[C:24]([NH:26][C:27]3[CH:32]=[CH:31][C:30]([O:33][C:34]4[CH:39]=[CH:38][CH:37]=[C:36]([NH2:40])[CH:35]=4)=[C:29]([Cl:41])[CH:28]=3)=[N:23][CH:22]=[N:21][C:20]=2[CH:19]=[CH:18]1)(=O)C1C=CC=CC=1.[CH3:42][C:43]1([C:46](O)=[O:47])[CH2:45][CH2:44]1.Cl.C(N=C=NCCCN(C)C)C.ON1C2C=CC=CC=2N=N1.[OH-].[Na+], predict the reaction product. The product is: [Cl:41][C:29]1[CH:28]=[C:27]([NH:26][C:24]2[C:25]3[N:17]([CH2:16][CH2:15][O:14][CH2:13][CH2:12][OH:11])[CH:18]=[CH:19][C:20]=3[N:21]=[CH:22][N:23]=2)[CH:32]=[CH:31][C:30]=1[O:33][C:34]1[CH:35]=[C:36]([NH:40][C:46]([C:43]2([CH3:42])[CH2:45][CH2:44]2)=[O:47])[CH:37]=[CH:38][CH:39]=1. (4) Given the reactants [CH2:1]([N:8]1[CH2:13][CH2:12][CH:11]([OH:14])[CH:10]([C:15]#[N:16])[CH2:9]1)[C:2]1[CH:7]=[CH:6][CH:5]=[CH:4][CH:3]=1.[H-].[Al+3].[Li+].[H-].[H-].[H-], predict the reaction product. The product is: [NH2:16][CH2:15][CH:10]1[CH:11]([OH:14])[CH2:12][CH2:13][N:8]([CH2:1][C:2]2[CH:7]=[CH:6][CH:5]=[CH:4][CH:3]=2)[CH2:9]1. (5) Given the reactants [CH3:1][N:2]1[CH2:6][CH2:5][C@@H:4]([NH:7][C:8](=[O:47])[C@H:9]([CH:44]([CH3:46])[CH3:45])[CH2:10][C@H:11]([O:36][Si](C(C)(C)C)(C)C)[C@@H:12]([N:33]=[N+:34]=[N-:35])[CH2:13][C@H:14]([CH2:18][C:19]2[CH:24]=[CH:23][C:22]([O:25][CH3:26])=[C:21]([O:27][CH2:28][CH2:29][CH2:30][O:31][CH3:32])[CH:20]=2)[CH:15]([CH3:17])[CH3:16])[CH2:3]1.O, predict the reaction product. The product is: [CH3:1][N:2]1[CH2:6][CH2:5][C@@H:4]([NH:7][C:8](=[O:47])[C@H:9]([CH:44]([CH3:46])[CH3:45])[CH2:10][C@H:11]([OH:36])[C@@H:12]([N:33]=[N+:34]=[N-:35])[CH2:13][C@H:14]([CH2:18][C:19]2[CH:24]=[CH:23][C:22]([O:25][CH3:26])=[C:21]([O:27][CH2:28][CH2:29][CH2:30][O:31][CH3:32])[CH:20]=2)[CH:15]([CH3:17])[CH3:16])[CH2:3]1. (6) Given the reactants [C:1]([N:4]1[CH2:9][CH2:8][N:7]([C:10]2[CH:15]=[CH:14][C:13]([CH2:16][NH:17][S:18]([CH2:21][C:22]3[CH:27]=[CH:26][CH:25]=[CH:24][CH:23]=3)(=[O:20])=[O:19])=[CH:12][CH:11]=2)[CH2:6][CH2:5]1)(=[O:3])[CH3:2].[H-].[Na+].FC(F)(F)S(O[CH2:36][C:37]([F:40])([F:39])[F:38])(=O)=O.O, predict the reaction product. The product is: [C:1]([N:4]1[CH2:5][CH2:6][N:7]([C:10]2[CH:11]=[CH:12][C:13]([CH2:16][N:17]([CH2:36][C:37]([F:40])([F:39])[F:38])[S:18]([CH2:21][C:22]3[CH:27]=[CH:26][CH:25]=[CH:24][CH:23]=3)(=[O:20])=[O:19])=[CH:14][CH:15]=2)[CH2:8][CH2:9]1)(=[O:3])[CH3:2]. (7) Given the reactants Cl[C:2]1[CH:9]=[CH:8][C:5]([C:6]#[N:7])=[CH:4][N:3]=1.[F:10][C:11]1[CH:16]=[CH:15][CH:14]=[CH:13][C:12]=1B(O)O.C([O-])([O-])=O.[Na+].[Na+], predict the reaction product. The product is: [F:10][C:11]1[CH:16]=[CH:15][CH:14]=[CH:13][C:12]=1[C:2]1[CH:9]=[CH:8][C:5]([C:6]#[N:7])=[CH:4][N:3]=1. (8) Given the reactants [F:1][C:2]1[CH:7]=[CH:6][C:5]([N:8]2[CH2:17][CH2:16][C:15]3[C:10](=[CH:11][CH:12]=[C:13]([O:18][CH2:19][C:20]4[CH:25]=[CH:24][CH:23]=[CH:22][CH:21]=4)[CH:14]=3)[CH:9]2[CH2:26][C:27]2[CH:32]=[CH:31][C:30](/[CH:33]=[CH:34]/[C:35]([NH:37][CH2:38][CH2:39][OH:40])=O)=[CH:29][CH:28]=2)=[CH:4][CH:3]=1.N(C(OCC)=O)=NC(OCC)=O.C1(P(C2C=CC=CC=2)C2C=CC=CC=2)C=CC=CC=1, predict the reaction product. The product is: [O:40]1[CH2:39][CH2:38][N:37]=[C:35]1/[CH:34]=[CH:33]/[C:30]1[CH:29]=[CH:28][C:27]([CH2:26][CH:9]2[C:10]3[C:15](=[CH:14][C:13]([O:18][CH2:19][C:20]4[CH:25]=[CH:24][CH:23]=[CH:22][CH:21]=4)=[CH:12][CH:11]=3)[CH2:16][CH2:17][N:8]2[C:5]2[CH:4]=[CH:3][C:2]([F:1])=[CH:7][CH:6]=2)=[CH:32][CH:31]=1.